Dataset: NCI-60 drug combinations with 297,098 pairs across 59 cell lines. Task: Regression. Given two drug SMILES strings and cell line genomic features, predict the synergy score measuring deviation from expected non-interaction effect. (1) Drug 1: CC(C1=C(C=CC(=C1Cl)F)Cl)OC2=C(N=CC(=C2)C3=CN(N=C3)C4CCNCC4)N. Drug 2: CC1=C2C(C(=O)C3(C(CC4C(C3C(C(C2(C)C)(CC1OC(=O)C(C(C5=CC=CC=C5)NC(=O)OC(C)(C)C)O)O)OC(=O)C6=CC=CC=C6)(CO4)OC(=O)C)OC)C)OC. Cell line: A549. Synergy scores: CSS=58.8, Synergy_ZIP=7.01, Synergy_Bliss=7.01, Synergy_Loewe=-0.532, Synergy_HSA=9.59. (2) Drug 1: CCC(=C(C1=CC=CC=C1)C2=CC=C(C=C2)OCCN(C)C)C3=CC=CC=C3.C(C(=O)O)C(CC(=O)O)(C(=O)O)O. Cell line: SF-539. Synergy scores: CSS=-1.97, Synergy_ZIP=-1.66, Synergy_Bliss=-4.45, Synergy_Loewe=-3.86, Synergy_HSA=-6.32. Drug 2: CS(=O)(=O)CCNCC1=CC=C(O1)C2=CC3=C(C=C2)N=CN=C3NC4=CC(=C(C=C4)OCC5=CC(=CC=C5)F)Cl.